Dataset: Reaction yield outcomes from USPTO patents with 853,638 reactions. Task: Predict the reaction yield, written as a fraction of the theoretical maximum amount of product (1.0 means a 100% yield; for example, 0.34 means a 34% yield). The reactants are [C:1]([N:4]1[CH2:9][CH2:8][CH:7]([C:10]2[N:11]=[C:12]([NH:15][C:16]3[N:21]=[CH:20][C:19]([S:22][CH2:23][CH2:24][C:25](OC)=[O:26])=[CH:18][C:17]=3[O:29][C:30]3[CH:35]=[CH:34][CH:33]=[CH:32][CH:31]=3)[S:13][CH:14]=2)[CH2:6][CH2:5]1)(=[O:3])[CH3:2].[H-].[H-].[H-].[H-].[Li+].[Al+3]. The catalyst is C1COCC1. The product is [OH:26][CH2:25][CH2:24][CH2:23][S:22][C:19]1[CH:18]=[C:17]([O:29][C:30]2[CH:35]=[CH:34][CH:33]=[CH:32][CH:31]=2)[C:16]([NH:15][C:12]2[S:13][CH:14]=[C:10]([CH:7]3[CH2:6][CH2:5][N:4]([C:1](=[O:3])[CH3:2])[CH2:9][CH2:8]3)[N:11]=2)=[N:21][CH:20]=1. The yield is 0.212.